From a dataset of hERG potassium channel inhibition data for cardiac toxicity prediction from Karim et al.. Regression/Classification. Given a drug SMILES string, predict its toxicity properties. Task type varies by dataset: regression for continuous values (e.g., LD50, hERG inhibition percentage) or binary classification for toxic/non-toxic outcomes (e.g., AMES mutagenicity, cardiotoxicity, hepatotoxicity). Dataset: herg_karim. (1) The drug is Cc1cn([C@H]2C[C@@H](O)[C@H](CO)O2)c(=O)[nH]c1=O. The result is 0 (non-blocker). (2) The compound is CNc1cc(Nc2cnc(C#N)c(O[C@@H]3CCNC3)n2)ncc1C(=O)OC. The result is 0 (non-blocker). (3) The compound is Cn1ccc(C2CCNCC2C(=O)N(Cc2c[nH]c3cccc(F)c23)C2CC2)cc1=O. The result is 0 (non-blocker). (4) The drug is CCc1nn(CCCN2CCN(c3cccc(Cl)c3)CC2)c(=O)n1CCOc1ccccc1. The result is 1 (blocker). (5) The drug is Cc1ccc(-c2noc(C3=CC4(CCN(CC5CCCO5)CC4)c4ccccc43)n2)cn1. The result is 1 (blocker). (6) The drug is CC(C)N1CCN(CCN2CCN(c3ccc(F)c(C#N)c3)C2=O)CC1. The result is 0 (non-blocker). (7) The compound is C[C@H]([C@@H](O)c1ccc2c(c1)CN(C)C(=O)N2)N1CCC(O)(c2ccc(F)cc2)CC1. The result is 1 (blocker).